Dataset: NCI-60 drug combinations with 297,098 pairs across 59 cell lines. Task: Regression. Given two drug SMILES strings and cell line genomic features, predict the synergy score measuring deviation from expected non-interaction effect. (1) Drug 1: CCCCC(=O)OCC(=O)C1(CC(C2=C(C1)C(=C3C(=C2O)C(=O)C4=C(C3=O)C=CC=C4OC)O)OC5CC(C(C(O5)C)O)NC(=O)C(F)(F)F)O. Drug 2: C(CN)CNCCSP(=O)(O)O. Cell line: MCF7. Synergy scores: CSS=26.3, Synergy_ZIP=-3.19, Synergy_Bliss=-2.84, Synergy_Loewe=-17.6, Synergy_HSA=-2.73. (2) Drug 1: CN(C)C1=NC(=NC(=N1)N(C)C)N(C)C. Drug 2: CC1=C(C=C(C=C1)C(=O)NC2=CC(=CC(=C2)C(F)(F)F)N3C=C(N=C3)C)NC4=NC=CC(=N4)C5=CN=CC=C5. Cell line: A498. Synergy scores: CSS=-11.0, Synergy_ZIP=4.42, Synergy_Bliss=0.732, Synergy_Loewe=-6.27, Synergy_HSA=-5.77. (3) Drug 1: C1=NC2=C(N1)C(=S)N=C(N2)N. Drug 2: CC(C)(C#N)C1=CC(=CC(=C1)CN2C=NC=N2)C(C)(C)C#N. Cell line: HT29. Synergy scores: CSS=35.7, Synergy_ZIP=-0.484, Synergy_Bliss=-1.30, Synergy_Loewe=-6.52, Synergy_HSA=-3.29.